Dataset: Forward reaction prediction with 1.9M reactions from USPTO patents (1976-2016). Task: Predict the product of the given reaction. (1) Given the reactants [Cl:1][C:2]1[C:27]([O:28][CH3:29])=[CH:26][C:25]([O:30][CH3:31])=[C:24]([Cl:32])[C:3]=1[CH2:4][O:5][C:6]1[CH:7]=[N:8][C:9]([NH:12][C:13]2[CH:14]=[N:15][N:16]([CH:18]3[CH2:23][CH2:22][NH:21][CH2:20][CH2:19]3)[CH:17]=2)=[N:10][CH:11]=1.C(N(CC)CC)C.[CH:40]1([C:43](Cl)=[O:44])[CH2:42][CH2:41]1.C(=O)([O-])O.[Na+], predict the reaction product. The product is: [CH:40]1([C:43]([N:21]2[CH2:22][CH2:23][CH:18]([N:16]3[CH:17]=[C:13]([NH:12][C:9]4[N:10]=[CH:11][C:6]([O:5][CH2:4][C:3]5[C:2]([Cl:1])=[C:27]([O:28][CH3:29])[CH:26]=[C:25]([O:30][CH3:31])[C:24]=5[Cl:32])=[CH:7][N:8]=4)[CH:14]=[N:15]3)[CH2:19][CH2:20]2)=[O:44])[CH2:42][CH2:41]1. (2) Given the reactants [NH2:1][C:2]1[CH:3]=[C:4]2[C:9](=[CH:10][CH:11]=1)[CH:8]=[N:7][CH:6]=[CH:5]2.[CH2:12]([N:19]=[C:20]=[O:21])[C:13]1[CH:18]=[CH:17][CH:16]=[CH:15][CH:14]=1.C([O-])(O)=O.[Na+], predict the reaction product. The product is: [CH2:12]([NH:19][C:20]([NH:1][C:2]1[CH:3]=[C:4]2[C:9](=[CH:10][CH:11]=1)[CH:8]=[N:7][CH:6]=[CH:5]2)=[O:21])[C:13]1[CH:18]=[CH:17][CH:16]=[CH:15][CH:14]=1. (3) Given the reactants [CH2:1]([O:3][CH:4]([O:19][CH2:20][CH3:21])[C@@H:5]([NH:7][CH2:8][C:9]1[CH:10]=[CH:11][CH:12]=[C:13]2[C:18]=1[N:17]=[CH:16][CH:15]=[CH:14]2)[CH3:6])[CH3:2].[NH:22]([C:28]([O:30][CH2:31][CH:32]1[C:44]2[C:39](=[CH:40][CH:41]=[CH:42][CH:43]=2)[C:38]2[C:33]1=[CH:34][CH:35]=[CH:36][CH:37]=2)=[O:29])[C@H:23]([C:25](O)=[O:26])[CH3:24].CN(C(ON1N=NC2C=CC=NC1=2)=[N+](C)C)C.F[P-](F)(F)(F)(F)F.CCN(C(C)C)C(C)C, predict the reaction product. The product is: [CH2:1]([O:3][CH:4]([O:19][CH2:20][CH3:21])[C@@H:5]([N:7]([CH2:8][C:9]1[CH:10]=[CH:11][CH:12]=[C:13]2[C:18]=1[N:17]=[CH:16][CH:15]=[CH:14]2)[C:25](=[O:26])[C@@H:23]([NH:22][C:28](=[O:29])[O:30][CH2:31][CH:32]1[C:33]2[CH:34]=[CH:35][CH:36]=[CH:37][C:38]=2[C:39]2[C:44]1=[CH:43][CH:42]=[CH:41][CH:40]=2)[CH3:24])[CH3:6])[CH3:2]. (4) Given the reactants [C:1]([C:3]1[CH:8]=[CH:7][C:6]([CH2:9][CH2:10][CH:11](/[CH:21]=[CH:22]/[C:23]2[CH:28]=[CH:27][CH:26]=[CH:25][C:24]=2[OH:29])[CH2:12][CH2:13][CH2:14][CH2:15][C:16]([O:18][CH2:19][CH3:20])=[O:17])=[CH:5][CH:4]=1)#[N:2].[C:30]([C:34]1[CH:41]=[CH:40][C:37]([CH2:38]Br)=[CH:36][CH:35]=1)([CH3:33])([CH3:32])[CH3:31].C(=O)([O-])[O-].[K+].[K+], predict the reaction product. The product is: [C:30]([C:34]1[CH:35]=[CH:36][C:37]([CH2:38][O:29][C:24]2[CH:25]=[CH:26][CH:27]=[CH:28][C:23]=2/[CH:22]=[CH:21]/[CH:11]([CH2:10][CH2:9][C:6]2[CH:7]=[CH:8][C:3]([C:1]#[N:2])=[CH:4][CH:5]=2)[CH2:12][CH2:13][CH2:14][CH2:15][C:16]([O:18][CH2:19][CH3:20])=[O:17])=[CH:40][CH:41]=1)([CH3:33])([CH3:31])[CH3:32].